From a dataset of Forward reaction prediction with 1.9M reactions from USPTO patents (1976-2016). Predict the product of the given reaction. (1) Given the reactants [CH3:1][O:2][C:3]1[C:12]([CH2:13][CH2:14][CH3:15])=[C:11]2[C:6]([CH:7]=[C:8]([C:17]([OH:19])=O)[C:9](=[O:16])[O:10]2)=[CH:5][CH:4]=1.C(N(C(C)C)CC)(C)C.CCCP(=O)=O.C(OCC)(=O)C.[NH2:41][C:42]1[CH:47]=[CH:46][C:45]([S:48]([NH2:51])(=[O:50])=[O:49])=[CH:44][C:43]=1[CH3:52], predict the reaction product. The product is: [NH2:51][S:48]([C:45]1[CH:46]=[CH:47][C:42]([NH:41][C:17]([C:8]2[C:9](=[O:16])[O:10][C:11]3[C:6]([CH:7]=2)=[CH:5][CH:4]=[C:3]([O:2][CH3:1])[C:12]=3[CH2:13][CH2:14][CH3:15])=[O:19])=[C:43]([CH3:52])[CH:44]=1)(=[O:49])=[O:50]. (2) Given the reactants [Cl:1][C:2]1[CH:7]=[CH:6][C:5]([CH2:8][C:9](=[O:11])[CH3:10])=[CH:4][CH:3]=1.[BrH:12].BrBr.CC(C)=O, predict the reaction product. The product is: [Br:12][CH2:10][C:9](=[O:11])[CH2:8][C:5]1[CH:4]=[CH:3][C:2]([Cl:1])=[CH:7][CH:6]=1.